This data is from NCI-60 drug combinations with 297,098 pairs across 59 cell lines. The task is: Regression. Given two drug SMILES strings and cell line genomic features, predict the synergy score measuring deviation from expected non-interaction effect. (1) Drug 1: C1CC(C1)(C(=O)O)C(=O)O.[NH2-].[NH2-].[Pt+2]. Drug 2: CC1=C(C=C(C=C1)NC(=O)C2=CC=C(C=C2)CN3CCN(CC3)C)NC4=NC=CC(=N4)C5=CN=CC=C5. Cell line: U251. Synergy scores: CSS=22.2, Synergy_ZIP=-8.63, Synergy_Bliss=-1.79, Synergy_Loewe=2.59, Synergy_HSA=2.88. (2) Drug 2: C1C(C(OC1N2C=NC(=NC2=O)N)CO)O. Synergy scores: CSS=46.1, Synergy_ZIP=6.14, Synergy_Bliss=8.45, Synergy_Loewe=5.83, Synergy_HSA=6.64. Drug 1: COC1=CC(=CC(=C1O)OC)C2C3C(COC3=O)C(C4=CC5=C(C=C24)OCO5)OC6C(C(C7C(O6)COC(O7)C8=CC=CS8)O)O. Cell line: M14. (3) Drug 1: C1=NC(=NC(=O)N1C2C(C(C(O2)CO)O)O)N. Drug 2: COCCOC1=C(C=C2C(=C1)C(=NC=N2)NC3=CC=CC(=C3)C#C)OCCOC.Cl. Cell line: 786-0. Synergy scores: CSS=18.6, Synergy_ZIP=-10.3, Synergy_Bliss=-2.37, Synergy_Loewe=-8.01, Synergy_HSA=-0.559. (4) Drug 1: CC(C1=C(C=CC(=C1Cl)F)Cl)OC2=C(N=CC(=C2)C3=CN(N=C3)C4CCNCC4)N. Drug 2: CS(=O)(=O)OCCCCOS(=O)(=O)C. Cell line: CCRF-CEM. Synergy scores: CSS=34.6, Synergy_ZIP=-14.1, Synergy_Bliss=-10.0, Synergy_Loewe=-24.1, Synergy_HSA=-9.34.